From a dataset of Forward reaction prediction with 1.9M reactions from USPTO patents (1976-2016). Predict the product of the given reaction. (1) Given the reactants [ClH:1].[N:2]12[CH2:11][CH:6]3[CH2:7][CH:8]([CH2:10][CH:4]([C@@H:5]3[NH2:12])[CH2:3]1)[CH2:9]2.[F:13][C:14]([F:30])([F:29])[C:15]1[CH:16]=[C:17]([C:21]2[O:25][C:24]([C:26](O)=[O:27])=[CH:23][CH:22]=2)[CH:18]=[CH:19][CH:20]=1.N, predict the reaction product. The product is: [ClH:1].[N:2]12[CH2:11][CH:6]3[CH2:7][CH:8]([CH2:10][CH:4]([C@@H:5]3[NH:12][C:26]([C:24]3[O:25][C:21]([C:17]4[CH:18]=[CH:19][CH:20]=[C:15]([C:14]([F:30])([F:13])[F:29])[CH:16]=4)=[CH:22][CH:23]=3)=[O:27])[CH2:3]1)[CH2:9]2. (2) Given the reactants [N:1]([CH:4]([CH:7]1[CH2:11][O:10][C:9]([CH3:13])([CH3:12])[O:8]1)[CH2:5]I)=[N+]=[N-].[H-].[H-].[H-].[H-].[Li+].[Al+3].[N-]=[N+]=[N-].[OH-].[Na+], predict the reaction product. The product is: [CH3:12][C:9]1([CH3:13])[O:8][CH:7]([CH:4]2[CH2:5][NH:1]2)[CH2:11][O:10]1. (3) Given the reactants C([O:3][C:4]([C:6]1([CH2:18][O:19][C:20]2[CH:29]=[C:28]3[C:23]([CH2:24][CH2:25][NH:26][CH2:27]3)=[CH:22][CH:21]=2)[CH2:11][CH2:10][N:9]([C:12]2[CH:17]=[CH:16][N:15]=[CH:14][N:13]=2)[CH2:8][CH2:7]1)=[O:5])C.C(N(C(C)C)CC)(C)C.[ClH:39].[N:40]1([C:45](N)=[NH:46])C=CC=N1, predict the reaction product. The product is: [ClH:39].[ClH:39].[C:45]([N:26]1[CH2:25][CH2:24][C:23]2[C:28](=[CH:29][C:20]([O:19][CH2:18][C:6]3([C:4]([OH:3])=[O:5])[CH2:7][CH2:8][N:9]([C:12]4[CH:17]=[CH:16][N:15]=[CH:14][N:13]=4)[CH2:10][CH2:11]3)=[CH:21][CH:22]=2)[CH2:27]1)(=[NH:40])[NH2:46]. (4) Given the reactants I[C:2]1[C:3]([NH:10][C@H:11]2[C@@H:15]3[O:16][C:17]([CH3:20])([CH3:19])[O:18][C@@H:14]3[C@@H:13]([CH2:21][OH:22])[CH2:12]2)=[N:4][C:5]([S:8][CH3:9])=[N:6][CH:7]=1.[S:23]1[C:31]2[CH:30]=[CH:29][N:28]=[CH:27][C:26]=2[N:25]=[CH:24]1.C(=O)([O-])[O-].[Cs+].[Cs+], predict the reaction product. The product is: [CH3:19][C:17]1([CH3:20])[O:16][C@H:15]2[C@H:11]([NH:10][C:3]3[C:2]([C:24]4[S:23][C:31]5[CH:30]=[CH:29][N:28]=[CH:27][C:26]=5[N:25]=4)=[CH:7][N:6]=[C:5]([S:8][CH3:9])[N:4]=3)[CH2:12][C@H:13]([CH2:21][OH:22])[C@H:14]2[O:18]1. (5) Given the reactants [O:1]=[C:2]([N:24]1[CH2:29][CH2:28][CH:27]([O:30][C:31]2[CH:36]=[CH:35][CH:34]=[C:33]([C:37]([F:40])([F:39])[F:38])[CH:32]=2)[CH2:26][CH2:25]1)[CH2:3][NH:4][C:5]([C:7]1[N:8]=[N:9][N:10]([CH:12]2[CH2:16][CH2:15][N:14](CC3C=CC=CC=3)[CH2:13]2)[CH:11]=1)=[O:6].C(N1CCC(N)C1)C1C=CC=CC=1, predict the reaction product. The product is: [O:1]=[C:2]([N:24]1[CH2:29][CH2:28][CH:27]([O:30][C:31]2[CH:36]=[CH:35][CH:34]=[C:33]([C:37]([F:38])([F:39])[F:40])[CH:32]=2)[CH2:26][CH2:25]1)[CH2:3][NH:4][C:5]([C:7]1[N:8]=[N:9][N:10]([CH:12]2[CH2:16][CH2:15][NH:14][CH2:13]2)[CH:11]=1)=[O:6]. (6) Given the reactants [OH:1][CH:2]1[CH2:7][CH2:6][N:5]([C:8]([O:10][C:11]([CH3:14])([CH3:13])[CH3:12])=[O:9])[CH2:4][CH2:3]1.O[N:16]1[C:20](=[O:21])[C:19]2=[CH:22][CH:23]=[CH:24][CH:25]=[C:18]2[C:17]1=[O:26], predict the reaction product. The product is: [O:26]=[C:17]1[C:18]2[C:19](=[CH:22][CH:23]=[CH:24][CH:25]=2)[C:20](=[O:21])[N:16]1[O:1][CH:2]1[CH2:3][CH2:4][N:5]([C:8]([O:10][C:11]([CH3:14])([CH3:13])[CH3:12])=[O:9])[CH2:6][CH2:7]1. (7) Given the reactants Cl[C:2]1[N:3]=[C:4]([NH:21][C:22]2[CH:30]=[C:29]3[C:25]([CH:26]=[N:27][NH:28]3)=[CH:24][CH:23]=2)[C:5]2[CH:10]=[CH:9][N:8]([S:11]([C:14]3[CH:20]=[CH:19][C:17]([CH3:18])=[CH:16][CH:15]=3)(=[O:13])=[O:12])[C:6]=2[N:7]=1.[S:31]([NH2:41])(=[O:40])([C:33]1[CH:38]=[CH:37][C:36]([NH2:39])=[CH:35][CH:34]=1)=[O:32].C[Si](Cl)(C)C, predict the reaction product. The product is: [NH:28]1[C:29]2[C:25](=[CH:24][CH:23]=[C:22]([NH:21][C:4]3[C:5]4[CH:10]=[CH:9][N:8]([S:11]([C:14]5[CH:20]=[CH:19][C:17]([CH3:18])=[CH:16][CH:15]=5)(=[O:13])=[O:12])[C:6]=4[N:7]=[C:2]([NH:39][C:36]4[CH:37]=[CH:38][C:33]([S:31]([NH2:41])(=[O:32])=[O:40])=[CH:34][CH:35]=4)[N:3]=3)[CH:30]=2)[CH:26]=[N:27]1. (8) Given the reactants [Br:1][C:2]1[CH:3]=[C:4]([C:9]#[C:10][CH2:11][CH2:12][OH:13])[CH:5]=[CH:6][C:7]=1[Cl:8], predict the reaction product. The product is: [Br:1][C:2]1[CH:3]=[C:4]([CH2:9][CH2:10][CH2:11][CH2:12][OH:13])[CH:5]=[CH:6][C:7]=1[Cl:8].